From a dataset of Catalyst prediction with 721,799 reactions and 888 catalyst types from USPTO. Predict which catalyst facilitates the given reaction. (1) Reactant: [O:1]1[CH2:6][CH2:5][N:4]([C:7]2[CH:8]=[CH:9][C:10]([N+:14]([O-])=O)=[C:11]([CH:13]=2)[NH2:12])[CH2:3][CH2:2]1.[H][H]. Product: [O:1]1[CH2:2][CH2:3][N:4]([C:7]2[CH:13]=[C:11]([NH2:12])[C:10]([NH2:14])=[CH:9][CH:8]=2)[CH2:5][CH2:6]1. The catalyst class is: 29. (2) The catalyst class is: 3. Product: [C:1]([C:3]1[CH:4]=[CH:5][C:6]([CH2:9][CH2:10][N:11]2[CH2:12][CH2:13][C:14]([CH2:18][N:19]([CH3:30])[C:20]3[CH:21]=[CH:22][C:23]([C:24]([O:26][CH3:27])=[O:25])=[CH:28][CH:29]=3)([O:17][CH3:34])[CH2:15][CH2:16]2)=[CH:7][CH:8]=1)#[N:2]. Reactant: [C:1]([C:3]1[CH:8]=[CH:7][C:6]([CH2:9][CH2:10][N:11]2[CH2:16][CH2:15][C:14]([CH2:18][N:19]([CH3:30])[C:20]3[CH:29]=[CH:28][C:23]([C:24]([O:26][CH3:27])=[O:25])=[CH:22][CH:21]=3)([OH:17])[CH2:13][CH2:12]2)=[CH:5][CH:4]=1)#[N:2].[H-].[Na+].I[CH3:34]. (3) Reactant: [Li+].CC([N-]C(C)C)C.[CH3:9][O:10][C:11]1([O:23][CH3:24])[CH2:15][CH2:14][CH:13]([C:16]([O:18][C:19]([CH3:22])([CH3:21])[CH3:20])=[O:17])[CH2:12]1.[CH:25](=[O:27])[CH3:26].C(O)(=O)CC(CC(O)=O)(C(O)=O)O. Product: [OH:27][CH:25]([C:13]1([C:16]([O:18][C:19]([CH3:20])([CH3:21])[CH3:22])=[O:17])[CH2:14][CH2:15][C:11]([O:23][CH3:24])([O:10][CH3:9])[CH2:12]1)[CH3:26]. The catalyst class is: 1. (4) Reactant: [H-].[Na+].[Br:3][C:4]1[CH:9]=[CH:8][C:7]([CH2:10][C:11]#[N:12])=[CH:6][CH:5]=1.Br[CH2:14][CH2:15][CH2:16]Br. Product: [Br:3][C:4]1[CH:9]=[CH:8][C:7]([C:10]2([C:11]#[N:12])[CH2:16][CH2:15][CH2:14]2)=[CH:6][CH:5]=1. The catalyst class is: 58. (5) Reactant: C(OC(=O)[NH:10][C:11]1[CH:12]=[N:13][C:14]([CH3:18])=[C:15]([F:17])[CH:16]=1)C1C=CC=CC=1. The catalyst class is: 45. Product: [F:17][C:15]1[CH:16]=[C:11]([NH2:10])[CH:12]=[N:13][C:14]=1[CH3:18]. (6) Reactant: [NH2:1][C:2]1[CH:11]=[CH:10][C:5]([C:6]([O:8][CH3:9])=[O:7])=[CH:4][CH:3]=1.[F:12][C:13]1[CH:20]=[CH:19][C:16]([CH:17]=O)=[CH:15][C:14]=1[N+:21]([O-:23])=[O:22]. Product: [F:12][C:13]1[CH:20]=[CH:19][C:16](/[CH:17]=[N:1]/[C:2]2[CH:3]=[CH:4][C:5]([C:6]([O:8][CH3:9])=[O:7])=[CH:10][CH:11]=2)=[CH:15][C:14]=1[N+:21]([O-:23])=[O:22]. The catalyst class is: 8. (7) Product: [Br:43][CH2:2][C:3]1[N:4]=[C:5]([C:8]2[CH:13]=[C:12]([C:14]([CH3:17])([CH3:16])[CH3:15])[C:11]([OH:18])=[C:10]([C:19]([CH3:22])([CH3:21])[CH3:20])[CH:9]=2)[O:6][CH:7]=1. The catalyst class is: 10. Reactant: O[CH2:2][C:3]1[N:4]=[C:5]([C:8]2[CH:13]=[C:12]([C:14]([CH3:17])([CH3:16])[CH3:15])[C:11]([OH:18])=[C:10]([C:19]([CH3:22])([CH3:21])[CH3:20])[CH:9]=2)[O:6][CH:7]=1.C1(P(C2C=CC=CC=2)C2C=CC=CC=2)C=CC=CC=1.C(Br)(Br)(Br)[Br:43].